From a dataset of Full USPTO retrosynthesis dataset with 1.9M reactions from patents (1976-2016). Predict the reactants needed to synthesize the given product. (1) The reactants are: Br[C:2]1[S:3][C:4]([C:7]([CH3:13])([CH3:12])[CH2:8][CH2:9][CH2:10][CH3:11])=[CH:5][CH:6]=1.C([Li])CCC.CCCCCC.CN(C)[CH:27]=[O:28].[Cl-].[NH4+]. Given the product [CH3:12][C:7]([C:4]1[S:3][C:2]([CH:27]=[O:28])=[CH:6][CH:5]=1)([CH3:13])[CH2:8][CH2:9][CH2:10][CH3:11], predict the reactants needed to synthesize it. (2) Given the product [CH3:40][C:37]1([CH3:41])[CH2:36][CH2:35][C:34]2[N:33]=[C:32]([CH2:42][NH:43][S:44]([CH3:47])(=[O:46])=[O:45])[N:31]=[C:30]([N:16]3[CH2:15][C:14]4[CH:20]=[C:10]([C:8]5[CH:9]=[C:4]6[NH:3][C:2]([CH3:1])=[N:21][C:5]6=[N:6][CH:7]=5)[CH:11]=[CH:12][C:13]=4[O:19][CH2:18][CH2:17]3)[C:39]=2[CH2:38]1, predict the reactants needed to synthesize it. The reactants are: [CH3:1][C:2]1[N:3](C(OCC(C)C)=O)[C:4]2[C:5]([N:21]=1)=[N:6][CH:7]=[C:8]([C:10]1[CH:11]=[CH:12][C:13]3[O:19][CH2:18][CH2:17][NH:16][CH2:15][C:14]=3[CH:20]=1)[CH:9]=2.Cl[C:30]1[C:39]2[CH2:38][C:37]([CH3:41])([CH3:40])[CH2:36][CH2:35][C:34]=2[N:33]=[C:32]([CH2:42][NH:43][S:44]([CH3:47])(=[O:46])=[O:45])[N:31]=1. (3) Given the product [CH2:1]([O:3][C:4]1[CH:5]=[C:6]([C:7]([N:20]2[CH2:25][CH2:24][CH2:23][CH2:22][CH2:21]2)=[O:9])[CH:10]=[CH:11][C:12]=1[I:13])[CH3:2], predict the reactants needed to synthesize it. The reactants are: [CH2:1]([O:3][C:4]1[CH:5]=[C:6]([CH:10]=[CH:11][C:12]=1[I:13])[C:7]([OH:9])=O)[CH3:2].C(Cl)(=O)C(Cl)=O.[NH:20]1[CH2:25][CH2:24][CH2:23][CH2:22][CH2:21]1. (4) The reactants are: [CH3:1][C:2](=O)[CH2:3][CH3:4].Cl.[NH:7]([C:9]1[CH:17]=[CH:16][CH:15]=[CH:14][C:10]=1[C:11]([OH:13])=[O:12])N. Given the product [CH3:1][C:2]1[NH:7][C:9]2[C:17]([C:3]=1[CH3:4])=[CH:16][CH:15]=[CH:14][C:10]=2[C:11]([OH:13])=[O:12], predict the reactants needed to synthesize it. (5) The reactants are: B.C1(C)C=CC=CC=1.[Cl:9][C:10]1[CH:11]=[C:12]([CH:28]=[C:29]([F:31])[CH:30]=1)[C:13]([C@@H:15]1[CH2:20][CH2:19][CH2:18][N:17]([C:21]([O:23][C:24]([CH3:27])([CH3:26])[CH3:25])=[O:22])[CH2:16]1)=[O:14]. Given the product [Cl:9][C:10]1[CH:11]=[C:12]([C@H:13]([OH:14])[C@@H:15]2[CH2:20][CH2:19][CH2:18][N:17]([C:21]([O:23][C:24]([CH3:26])([CH3:25])[CH3:27])=[O:22])[CH2:16]2)[CH:28]=[C:29]([F:31])[CH:30]=1, predict the reactants needed to synthesize it.